This data is from NCI-60 drug combinations with 297,098 pairs across 59 cell lines. The task is: Regression. Given two drug SMILES strings and cell line genomic features, predict the synergy score measuring deviation from expected non-interaction effect. (1) Drug 1: CC=C1C(=O)NC(C(=O)OC2CC(=O)NC(C(=O)NC(CSSCCC=C2)C(=O)N1)C(C)C)C(C)C. Drug 2: CC1=C(C(=CC=C1)Cl)NC(=O)C2=CN=C(S2)NC3=CC(=NC(=N3)C)N4CCN(CC4)CCO. Cell line: SK-OV-3. Synergy scores: CSS=38.3, Synergy_ZIP=-2.17, Synergy_Bliss=-0.367, Synergy_Loewe=0.451, Synergy_HSA=2.67. (2) Drug 1: CCC1=CC2CC(C3=C(CN(C2)C1)C4=CC=CC=C4N3)(C5=C(C=C6C(=C5)C78CCN9C7C(C=CC9)(C(C(C8N6C)(C(=O)OC)O)OC(=O)C)CC)OC)C(=O)OC.C(C(C(=O)O)O)(C(=O)O)O. Drug 2: CN(CCCl)CCCl.Cl. Cell line: SF-268. Synergy scores: CSS=16.9, Synergy_ZIP=-4.20, Synergy_Bliss=-0.553, Synergy_Loewe=-19.7, Synergy_HSA=-1.33. (3) Drug 1: C1CCN(CC1)CCOC2=CC=C(C=C2)C(=O)C3=C(SC4=C3C=CC(=C4)O)C5=CC=C(C=C5)O. Drug 2: CC1=C(C(=CC=C1)Cl)NC(=O)C2=CN=C(S2)NC3=CC(=NC(=N3)C)N4CCN(CC4)CCO. Cell line: HCT116. Synergy scores: CSS=-0.923, Synergy_ZIP=0.458, Synergy_Bliss=-2.93, Synergy_Loewe=-7.82, Synergy_HSA=-6.08. (4) Drug 1: CC1C(C(CC(O1)OC2CC(CC3=C2C(=C4C(=C3O)C(=O)C5=C(C4=O)C(=CC=C5)OC)O)(C(=O)C)O)N)O.Cl. Drug 2: C(CN)CNCCSP(=O)(O)O. Cell line: OVCAR-8. Synergy scores: CSS=10.7, Synergy_ZIP=-1.99, Synergy_Bliss=2.09, Synergy_Loewe=-27.2, Synergy_HSA=1.71. (5) Drug 1: CCCCCOC(=O)NC1=NC(=O)N(C=C1F)C2C(C(C(O2)C)O)O. Drug 2: CCC1=C2CN3C(=CC4=C(C3=O)COC(=O)C4(CC)O)C2=NC5=C1C=C(C=C5)O. Cell line: 786-0. Synergy scores: CSS=16.7, Synergy_ZIP=5.37, Synergy_Bliss=5.41, Synergy_Loewe=-30.9, Synergy_HSA=3.06. (6) Drug 1: CC(C1=C(C=CC(=C1Cl)F)Cl)OC2=C(N=CC(=C2)C3=CN(N=C3)C4CCNCC4)N. Drug 2: COC1=NC(=NC2=C1N=CN2C3C(C(C(O3)CO)O)O)N. Cell line: NCI-H322M. Synergy scores: CSS=-9.50, Synergy_ZIP=1.62, Synergy_Bliss=-3.58, Synergy_Loewe=-8.06, Synergy_HSA=-7.08.